Dataset: Catalyst prediction with 721,799 reactions and 888 catalyst types from USPTO. Task: Predict which catalyst facilitates the given reaction. (1) Reactant: [CH3:1][C:2]1([CH3:19])[O:7][CH:6]([C:8]2[CH:17]=[CH:16][C:11]([C:12]([O:14][CH3:15])=[O:13])=[CH:10][CH:9]=2)[CH2:5][C:4](=[O:18])[CH2:3]1.[BH4-].[Na+]. Product: [OH:18][C@@H:4]1[CH2:3][C:2]([CH3:19])([CH3:1])[O:7][C@@H:6]([C:8]2[CH:17]=[CH:16][C:11]([C:12]([O:14][CH3:15])=[O:13])=[CH:10][CH:9]=2)[CH2:5]1. The catalyst class is: 5. (2) Reactant: [O-:1][CH2:2][CH3:3].[Na+].[Na].CCO.[CH3:9][O:10][C:11]1[CH:38]=[CH:37][C:14]([CH2:15][N:16]([C:26]2[CH:31]=[CH:30][C:29]([C:32]([F:35])([F:34])[F:33])=[C:28](Cl)[N:27]=2)[CH2:17][C:18]2[CH:23]=[CH:22][C:21]([O:24][CH3:25])=[CH:20][CH:19]=2)=[CH:13][CH:12]=1. Product: [CH3:9][O:10][C:11]1[CH:38]=[CH:37][C:14]([CH2:15][N:16]([C:26]2[CH:31]=[CH:30][C:29]([C:32]([F:35])([F:34])[F:33])=[C:28]([O:1][CH2:2][CH3:3])[N:27]=2)[CH2:17][C:18]2[CH:23]=[CH:22][C:21]([O:24][CH3:25])=[CH:20][CH:19]=2)=[CH:13][CH:12]=1. The catalyst class is: 1. (3) Reactant: C([O-])([O-])=O.[K+].[K+].[O:7]1[C:9]2([CH2:14][CH2:13][O:12][CH2:11][CH2:10]2)[CH2:8]1.[F:15][C:16]1[CH:24]=[C:23]2[C:19]([C:20]([C:34]3[CH:35]=[N:36][NH:37][CH:38]=3)=[CH:21][N:22]2[S:25]([C:28]2[CH:33]=[CH:32][CH:31]=[CH:30][CH:29]=2)(=[O:27])=[O:26])=[CH:18][CH:17]=1. Product: [F:15][C:16]1[CH:24]=[C:23]2[C:19]([C:20]([C:34]3[CH:38]=[N:37][N:36]([CH2:8][C:9]4([OH:7])[CH2:14][CH2:13][O:12][CH2:11][CH2:10]4)[CH:35]=3)=[CH:21][N:22]2[S:25]([C:28]2[CH:29]=[CH:30][CH:31]=[CH:32][CH:33]=2)(=[O:26])=[O:27])=[CH:18][CH:17]=1. The catalyst class is: 3. (4) Reactant: [CH3:1][O:2][C:3]([C:5]1[CH:10]=[CH:9][CH:8]=[C:7]([CH2:11][OH:12])[N:6]=1)=[O:4].C1C=C[NH+]=CC=1.[O-][Cr](Cl)(=O)=O. Product: [CH3:1][O:2][C:3]([C:5]1[CH:10]=[CH:9][CH:8]=[C:7]([CH:11]=[O:12])[N:6]=1)=[O:4]. The catalyst class is: 2. (5) Reactant: [C:1]1([N:7]2[CH2:12][CH2:11][NH:10][CH2:9][CH2:8]2)[CH:6]=[CH:5][CH:4]=[CH:3][CH:2]=1.Br[CH2:14][CH2:15][N:16]1[C:20](=[O:21])[C:19]2=[CH:22][CH:23]=[CH:24][CH:25]=[C:18]2[C:17]1=[O:26].CCN(CC)CC.C([O-])([O-])=O.[K+].[K+]. Product: [C:1]1([N:7]2[CH2:12][CH2:11][N:10]([CH2:14][CH2:15][N:16]3[C:20](=[O:21])[C:19]4=[CH:22][CH:23]=[CH:24][CH:25]=[C:18]4[C:17]3=[O:26])[CH2:9][CH2:8]2)[CH:6]=[CH:5][CH:4]=[CH:3][CH:2]=1. The catalyst class is: 18. (6) Reactant: C([C@H]1[O:9][C:8](=[O:10])[C@@:7]([C:17]2(O)[CH2:22][CH2:21][CH2:20][CH2:19][CH2:18]2)([C:11]2[CH:16]=[CH:15][CH:14]=[CH:13][CH:12]=2)[O:6]1)(C)(C)C.S(Cl)(Cl)=O.N1C=CC=CC=1.[OH-].[K+]. Product: [C:17]1([C@:7]([OH:6])([C:11]2[CH:12]=[CH:13][CH:14]=[CH:15][CH:16]=2)[C:8]([OH:10])=[O:9])[CH2:22][CH2:21][CH2:20][CH2:19][CH:18]=1. The catalyst class is: 1.